Dataset: Forward reaction prediction with 1.9M reactions from USPTO patents (1976-2016). Task: Predict the product of the given reaction. (1) Given the reactants C[CH:2]([C@H:6]1[CH2:11][CH2:10][N:9]([C@H:12]([C:18]2[CH:23]=[CH:22][C:21]([I:24])=[CH:20][CH:19]=2)[CH2:13][CH2:14][CH:15]([CH3:17])[CH3:16])[C@@H:8]([C:25]2[CH:30]=[CH:29][C:28]([C:31]([F:34])([F:33])[F:32])=[CH:27][CH:26]=2)[CH2:7]1)[C:3]([O-:5])=[O:4], predict the reaction product. The product is: [I:24][C:21]1[CH:20]=[CH:19][C:18]([C@H:12]([N:9]2[CH2:10][CH2:11][C@@H:6]([CH2:2][C:3]([OH:5])=[O:4])[CH2:7][C@H:8]2[C:25]2[CH:30]=[CH:29][C:28]([C:31]([F:34])([F:32])[F:33])=[CH:27][CH:26]=2)[CH2:13][CH2:14][CH:15]([CH3:17])[CH3:16])=[CH:23][CH:22]=1. (2) Given the reactants [OH-].[Na+].[CH3:3][CH:4]([CH2:11][C:12]1[CH:17]=[CH:16][C:15]([O:18][CH2:19][CH2:20][C:21]2[CH:26]=[CH:25][CH:24]=[C:23]([NH:27][CH3:28])[N:22]=2)=[CH:14][CH:13]=1)[CH2:5][C:6]([O:8]CC)=[O:7], predict the reaction product. The product is: [CH3:3][CH:4]([CH2:11][C:12]1[CH:17]=[CH:16][C:15]([O:18][CH2:19][CH2:20][C:21]2[CH:26]=[CH:25][CH:24]=[C:23]([NH:27][CH3:28])[N:22]=2)=[CH:14][CH:13]=1)[CH2:5][C:6]([OH:8])=[O:7]. (3) Given the reactants [C:1]([C:4]1[C:8]([CH3:9])=[C:7]([C:10]2[CH:15]=[CH:14][N:13]=[CH:12][CH:11]=2)[NH:6][C:5]=1[C:16]1[CH:21]=[CH:20][N:19]=[CH:18][CH:17]=1)(=[O:3])[CH3:2].[H-].[Na+].[CH3:24][O:25][CH2:26]Cl.C([O-])(O)=O.[Na+], predict the reaction product. The product is: [C:1]([C:4]1[C:8]([CH3:9])=[C:7]([C:10]2[CH:11]=[CH:12][N:13]=[CH:14][CH:15]=2)[N:6]([CH2:24][O:25][CH3:26])[C:5]=1[C:16]1[CH:21]=[CH:20][N:19]=[CH:18][CH:17]=1)(=[O:3])[CH3:2]. (4) Given the reactants [CH2:1]([C:8]1([C:13]([OH:15])=O)[CH2:12][CH2:11][CH2:10][CH2:9]1)[C:2]1[CH:7]=[CH:6][CH:5]=[CH:4][CH:3]=1.[CH3:16][O:17][C:18](=[O:31])[C@H:19]([CH2:21][C:22]1[CH:27]=[CH:26][C:25]([N+:28]([O-:30])=[O:29])=[CH:24][CH:23]=1)[NH2:20].CN(C(ON1N=NC2C=CC=CC1=2)=[N+](C)C)C.F[P-](F)(F)(F)(F)F.C(N(C(C)C)CC)(C)C, predict the reaction product. The product is: [CH3:16][O:17][C:18](=[O:31])[C@H:19]([CH2:21][C:22]1[CH:27]=[CH:26][C:25]([N+:28]([O-:30])=[O:29])=[CH:24][CH:23]=1)[NH:20][C:13]([C:8]1([CH2:1][C:2]2[CH:3]=[CH:4][CH:5]=[CH:6][CH:7]=2)[CH2:9][CH2:10][CH2:11][CH2:12]1)=[O:15]. (5) Given the reactants COC1C=C(OC)C=CC=1C[N:6]([C:30]1[CH:35]=[CH:34][N:33]=[CH:32][N:31]=1)[S:7]([C:10]1[CH:15]=[C:14]([F:16])[C:13]([O:17][C@H:18]2[CH2:22][CH2:21][CH2:20][C@@H:19]2[C:23]2[N:27]([CH3:28])[N:26]=[CH:25][CH:24]=2)=[CH:12][C:11]=1[F:29])(=[O:9])=[O:8].C([SiH](CC)CC)C.FC(F)(F)C(O)=O, predict the reaction product. The product is: [F:29][C:11]1[CH:12]=[C:13]([O:17][C@H:18]2[CH2:22][CH2:21][CH2:20][C@@H:19]2[C:23]2[N:27]([CH3:28])[N:26]=[CH:25][CH:24]=2)[C:14]([F:16])=[CH:15][C:10]=1[S:7]([NH:6][C:30]1[CH:35]=[CH:34][N:33]=[CH:32][N:31]=1)(=[O:8])=[O:9]. (6) Given the reactants Cl[S:2]([C:5]1[CH:13]=[CH:12][C:8]([C:9]([OH:11])=[O:10])=[CH:7][C:6]=1[CH3:14])(=[O:4])=[O:3].[NH2:15][C:16]1[CH:25]=[CH:24][C:19]([C:20]([O:22][CH3:23])=[O:21])=[C:18]([F:26])[CH:17]=1.N1C=CC=CC=1, predict the reaction product. The product is: [F:26][C:18]1[CH:17]=[C:16]([NH:15][S:2]([C:5]2[CH:13]=[CH:12][C:8]([C:9]([OH:11])=[O:10])=[CH:7][C:6]=2[CH3:14])(=[O:4])=[O:3])[CH:25]=[CH:24][C:19]=1[C:20]([O:22][CH3:23])=[O:21].